This data is from Catalyst prediction with 721,799 reactions and 888 catalyst types from USPTO. The task is: Predict which catalyst facilitates the given reaction. (1) Reactant: [NH2:1][C@H:2]([C:8]([OH:10])=[O:9])[CH2:3][CH2:4][C:5]([OH:7])=[O:6].C([O-])([O-])=O.[K+].[K+].CO.S([N:26]=[N+:27]=[N-:28])(C(F)(F)F)(=O)=O. Product: [N:26]([NH:1][C@H:2]([C:8]([OH:10])=[O:9])[CH2:3][CH2:4][C:5]([OH:7])=[O:6])=[N+:27]=[N-:28]. The catalyst class is: 6. (2) Reactant: [OH-].[Li+].C[O:4][C:5](=[O:14])[C:6]1[CH:11]=[C:10]([CH3:12])[CH:9]=[C:8]([F:13])[CH:7]=1. Product: [F:13][C:8]1[CH:7]=[C:6]([CH:11]=[C:10]([CH3:12])[CH:9]=1)[C:5]([OH:14])=[O:4]. The catalyst class is: 7. (3) Reactant: [C:1]([O:5][C:6]([NH:8][C@@H:9]([CH2:17][CH2:18][CH2:19][CH2:20]O)[C:10]([O:12][C:13]([CH3:16])([CH3:15])[CH3:14])=[O:11])=[O:7])([CH3:4])([CH3:3])[CH3:2].N1C=CN=C1.C1C=CC(P(C2C=CC=CC=2)C2C=CC=CC=2)=CC=1.[I:46]I. Product: [C:1]([O:5][C:6]([NH:8][C@@H:9]([CH2:17][CH2:18][CH2:19][CH2:20][I:46])[C:10]([O:12][C:13]([CH3:16])([CH3:15])[CH3:14])=[O:11])=[O:7])([CH3:4])([CH3:3])[CH3:2]. The catalyst class is: 2. (4) Reactant: [H-].[Na+].[Br:3][C:4]1[CH:5]=[N:6][NH:7][CH:8]=1.Br[CH2:10][C:11]1([CH3:15])[CH2:14][O:13][CH2:12]1. The catalyst class is: 634. Product: [Br:3][C:4]1[CH:5]=[N:6][N:7]([CH2:10][C:11]2([CH3:15])[CH2:14][O:13][CH2:12]2)[CH:8]=1. (5) Reactant: [CH3:1][O:2][C:3]1[CH:4]=[C:5]2[C:10](=[CH:11][CH:12]=1)[N:9]=[CH:8][C:7]([C:13]#[N:14])=[C:6]2[CH:15]=[CH2:16].[C:17]([N:24]1[CH2:29][C@@H:28]2[CH2:30][C@H:25]1[CH2:26][NH:27]2)([O:19][C:20]([CH3:23])([CH3:22])[CH3:21])=[O:18].CN(C)C(=N)N(C)C. Product: [C:20]([O:19][C:17]([N:24]1[CH2:29][CH:28]2[CH2:30][CH:25]1[CH2:26][N:27]2[CH2:16][CH2:15][C:6]1[C:5]2[C:10](=[CH:11][CH:12]=[C:3]([O:2][CH3:1])[CH:4]=2)[N:9]=[CH:8][C:7]=1[C:13]#[N:14])=[O:18])([CH3:23])([CH3:21])[CH3:22]. The catalyst class is: 3.